This data is from Peptide-MHC class II binding affinity with 134,281 pairs from IEDB. The task is: Regression. Given a peptide amino acid sequence and an MHC pseudo amino acid sequence, predict their binding affinity value. This is MHC class II binding data. (1) The peptide sequence is HPDYAILAARIAVSN. The MHC is DRB1_1101 with pseudo-sequence DRB1_1101. The binding affinity (normalized) is 1.00. (2) The peptide sequence is MISVLGPISGHVLKA. The MHC is DRB1_0405 with pseudo-sequence DRB1_0405. The binding affinity (normalized) is 0. (3) The peptide sequence is LLCGIGCAMLHWSLIK. The MHC is HLA-DQA10201-DQB10303 with pseudo-sequence HLA-DQA10201-DQB10303. The binding affinity (normalized) is 0.458. (4) The peptide sequence is QASPDLLRGLLSTFI. The MHC is DRB1_0405 with pseudo-sequence DRB1_0405. The binding affinity (normalized) is 0.402. (5) The peptide sequence is LTEHGCNRLKRMAVS. The MHC is HLA-DQA10201-DQB10303 with pseudo-sequence HLA-DQA10201-DQB10303. The binding affinity (normalized) is 0. (6) The peptide sequence is GRWDGEEEVQLIAAV. The MHC is HLA-DQA10501-DQB10402 with pseudo-sequence HLA-DQA10501-DQB10402. The binding affinity (normalized) is 0.235. (7) The peptide sequence is ATPPGTSDEFPHSNG. The MHC is HLA-DQA10201-DQB10402 with pseudo-sequence HLA-DQA10201-DQB10402. The binding affinity (normalized) is 0. (8) The peptide sequence is FGQNTASIAATEAQY. The MHC is HLA-DQA10101-DQB10501 with pseudo-sequence HLA-DQA10101-DQB10501. The binding affinity (normalized) is 0.148. (9) The peptide sequence is YDKFLAKVSTVLTGK. The MHC is DRB1_1101 with pseudo-sequence DRB1_1101. The binding affinity (normalized) is 0.686. (10) The peptide sequence is TPTEKDEYCARVNH. The MHC is HLA-DQA10102-DQB10602 with pseudo-sequence HLA-DQA10102-DQB10602. The binding affinity (normalized) is 0.0980.